This data is from Forward reaction prediction with 1.9M reactions from USPTO patents (1976-2016). The task is: Predict the product of the given reaction. Given the reactants [C:1]1([C:7]([C:23]2[CH:28]=[CH:27][CH:26]=[CH:25][CH:24]=2)([C:16]2[CH:21]=[CH:20][C:19]([CH3:22])=[CH:18][CH:17]=2)[C:8]2[CH:9]=[C:10]([OH:15])[C:11]([OH:14])=[CH:12][CH:13]=2)[CH:6]=[CH:5][CH:4]=[CH:3][CH:2]=1.[OH-].[K+].Br[CH2:32][CH2:33][CH2:34][CH2:35][CH2:36][CH3:37].[Cl-].[Na+], predict the reaction product. The product is: [CH2:32]([O:15][C:10]1[CH:9]=[C:8]([C:7]([C:16]2[CH:17]=[CH:18][C:19]([CH3:22])=[CH:20][CH:21]=2)([C:1]2[CH:6]=[CH:5][CH:4]=[CH:3][CH:2]=2)[C:23]2[CH:28]=[CH:27][CH:26]=[CH:25][CH:24]=2)[CH:13]=[CH:12][C:11]=1[O:14][CH2:5][CH2:6][CH2:1][CH2:2][CH2:3][CH3:4])[CH2:33][CH2:34][CH2:35][CH2:36][CH3:37].